From a dataset of Merck oncology drug combination screen with 23,052 pairs across 39 cell lines. Regression. Given two drug SMILES strings and cell line genomic features, predict the synergy score measuring deviation from expected non-interaction effect. (1) Drug 1: CN1C(=O)C=CC2(C)C3CCC4(C)C(NC(=O)OCC(F)(F)F)CCC4C3CCC12. Drug 2: O=S1(=O)NC2(CN1CC(F)(F)F)C1CCC2Cc2cc(C=CCN3CCC(C(F)(F)F)CC3)ccc2C1. Cell line: CAOV3. Synergy scores: synergy=15.4. (2) Drug 1: CN1C(=O)C=CC2(C)C3CCC4(C)C(NC(=O)OCC(F)(F)F)CCC4C3CCC12. Drug 2: O=C(O)C1(Cc2cccc(Nc3nccs3)n2)CCC(Oc2cccc(Cl)c2F)CC1. Cell line: UWB1289. Synergy scores: synergy=-4.31. (3) Drug 1: CC(C)CC(NC(=O)C(Cc1ccccc1)NC(=O)c1cnccn1)B(O)O. Drug 2: COC1=C2CC(C)CC(OC)C(O)C(C)C=C(C)C(OC(N)=O)C(OC)C=CC=C(C)C(=O)NC(=CC1=O)C2=O. Cell line: LNCAP. Synergy scores: synergy=4.89. (4) Drug 1: O=S1(=O)NC2(CN1CC(F)(F)F)C1CCC2Cc2cc(C=CCN3CCC(C(F)(F)F)CC3)ccc2C1. Drug 2: CCc1cnn2c(NCc3ccc[n+]([O-])c3)cc(N3CCCCC3CCO)nc12. Cell line: UWB1289. Synergy scores: synergy=-16.7. (5) Drug 1: NC1(c2ccc(-c3nc4ccn5c(=O)[nH]nc5c4cc3-c3ccccc3)cc2)CCC1. Drug 2: Cn1c(=O)n(-c2ccc(C(C)(C)C#N)cc2)c2c3cc(-c4cnc5ccccc5c4)ccc3ncc21. Cell line: DLD1. Synergy scores: synergy=39.8.